This data is from Full USPTO retrosynthesis dataset with 1.9M reactions from patents (1976-2016). The task is: Predict the reactants needed to synthesize the given product. (1) Given the product [C:23]([C:24]1[CH:11]=[C:10]([CH:15]([CH3:18])[C:16]#[N:17])[CH:9]=[CH:14][CH:13]=1)(=[O:22])[CH:1]([CH3:3])[CH3:2], predict the reactants needed to synthesize it. The reactants are: [CH:1]([Mg]Cl)([CH3:3])[CH3:2].ClC([C:9]1[CH:14]=[CH:13]C=[CH:11][C:10]=1[CH:15]([CH3:18])[C:16]#[N:17])=O.Cl.CC[O:22][CH2:23][CH3:24]. (2) Given the product [CH2:1]=[CH:2][C:3]1[CH:8]=[CH:7][CH:6]=[CH:5][CH:4]=1.[CH2:15]=[CH2:16], predict the reactants needed to synthesize it. The reactants are: [CH2:1]=[CH:2][C:3]1[CH:8]=[CH:7][CH:6]=[CH:5][CH:4]=1.C=C.Cl(O)(=O)=O.[CH2:15](O)[CH3:16]. (3) Given the product [Br:22][C:2]1[CH:3]=[C:4]([CH:8]([NH:19][CH:20]=[O:21])[S:9]([C:12]2[CH:17]=[CH:16][C:15]([CH3:18])=[CH:14][CH:13]=2)(=[O:11])=[O:10])[CH:5]=[CH:6][CH:7]=1, predict the reactants needed to synthesize it. The reactants are: I[C:2]1[CH:3]=[C:4]([CH:8]([NH:19][CH:20]=[O:21])[S:9]([C:12]2[CH:17]=[CH:16][C:15]([CH3:18])=[CH:14][CH:13]=2)(=[O:11])=[O:10])[CH:5]=[CH:6][CH:7]=1.[Br:22]C1C=C(C=CC=1)C=O.